Dataset: Catalyst prediction with 721,799 reactions and 888 catalyst types from USPTO. Task: Predict which catalyst facilitates the given reaction. Reactant: [CH3:1][NH:2][C:3]1[CH:8]=[CH:7][CH:6]=[CH:5][C:4]=1[OH:9].[C:10](#[N:13])[CH:11]=[CH2:12]. Product: [CH3:1][NH:2][C:3]1[CH:8]=[CH:7][CH:6]=[CH:5][C:4]=1[O:9][CH2:12][CH2:11][C:10]#[N:13]. The catalyst class is: 69.